This data is from Reaction yield outcomes from USPTO patents with 853,638 reactions. The task is: Predict the reaction yield, written as a fraction of the theoretical maximum amount of product (1.0 means a 100% yield; for example, 0.34 means a 34% yield). (1) The reactants are [CH2:1]([CH:3]1[CH:7]([C:8]2[N:12]3[C:13]4[CH:19]=[CH:18][NH:17][C:14]=4[N:15]=[CH:16][C:11]3=[N:10][N:9]=2)[CH2:6][CH:5]([CH2:20][CH2:21][CH2:22][C:23](OCC)=[O:24])[CH2:4]1)[CH3:2].[NH3:28]. No catalyst specified. The product is [CH2:1]([C@H:3]1[C@@H:7]([C:8]2[N:12]3[C:13]4[CH:19]=[CH:18][NH:17][C:14]=4[N:15]=[CH:16][C:11]3=[N:10][N:9]=2)[CH2:6][CH:5]([CH2:20][CH2:21][CH2:22][C:23]([NH2:28])=[O:24])[CH2:4]1)[CH3:2]. The yield is 1.00. (2) The reactants are [Cl:1][C:2]1[C:3](Cl)=[C:4]2[N:10]=[C:9]([C:11]3[CH:16]=[CH:15][C:14]([O:17][CH2:18][CH2:19][N:20]4[CH2:25][CH2:24][O:23][CH2:22][CH2:21]4)=[CH:13][CH:12]=3)[NH:8][C:5]2=[N:6][CH:7]=1.[NH:27]1[C:35]2[C:30](=[CH:31][CH:32]=[CH:33][CH:34]=2)[CH2:29][CH2:28]1.O.C(O)(=O)C. The catalyst is C1(C)C(C)=CC=CC=1. The product is [Cl:1][C:2]1[C:3]([N:27]2[C:35]3[C:30](=[CH:31][CH:32]=[CH:33][CH:34]=3)[CH2:29][CH2:28]2)=[C:4]2[NH:10][C:9]([C:11]3[CH:16]=[CH:15][C:14]([O:17][CH2:18][CH2:19][N:20]4[CH2:25][CH2:24][O:23][CH2:22][CH2:21]4)=[CH:13][CH:12]=3)=[N:8][C:5]2=[N:6][CH:7]=1. The yield is 0.850. (3) The reactants are [CH:1]([N:4]1[CH2:9][CH2:8][N:7]([C:10]([C:12]2[CH:13]=[C:14]3[C:18](=[CH:19][CH:20]=2)[NH:17][C:16]([C:21]([N:23]2[CH2:28][CH2:27][N:26]([S:29]([CH3:32])(=[O:31])=[O:30])[CH2:25][CH2:24]2)=[O:22])=[CH:15]3)=[O:11])[CH2:6][CH2:5]1)([CH3:3])[CH3:2].[F:33][C:34]([F:42])([F:41])[CH2:35]CS([O-])(=O)=O. No catalyst specified. The product is [CH:1]([N:4]1[CH2:9][CH2:8][N:7]([C:10]([C:12]2[CH:13]=[C:14]3[C:18](=[CH:19][CH:20]=2)[N:17]([CH2:35][C:34]([F:42])([F:41])[F:33])[C:16]([C:21]([N:23]2[CH2:24][CH2:25][N:26]([S:29]([CH3:32])(=[O:30])=[O:31])[CH2:27][CH2:28]2)=[O:22])=[CH:15]3)=[O:11])[CH2:6][CH2:5]1)([CH3:3])[CH3:2]. The yield is 0.540. (4) The reactants are [CH:1]([N:4]1[CH:8]=[CH:7][CH:6]=[N:5]1)([CH3:3])[CH3:2].[N+:9]([O-])([O-:11])=[O:10].[K+]. The catalyst is OS(O)(=O)=O. The product is [CH:1]([N:4]1[CH:8]=[C:7]([N+:9]([O-:11])=[O:10])[CH:6]=[N:5]1)([CH3:3])[CH3:2]. The yield is 0.460. (5) The reactants are [C:1]([O:5][C:6](=[O:34])[NH:7][C:8]([C:10]1[S:11][C:12]([S:32][CH3:33])=[C:13]([S:15]([C:18]2[CH:19]=[C:20]([C:24]3[CH:29]=[CH:28][C:27]([NH2:30])=[CH:26][C:25]=3[CH3:31])[CH:21]=[CH:22][CH:23]=2)(=[O:17])=[O:16])[CH:14]=1)=[NH:9])([CH3:4])([CH3:3])[CH3:2].CCN(C(C)C)C(C)C.[F:44][C:45]([F:58])([F:57])[S:46](O[S:46]([C:45]([F:58])([F:57])[F:44])(=[O:48])=[O:47])(=[O:48])=[O:47].C([O-])(O)=O.[Na+]. The catalyst is C(Cl)Cl. The product is [C:1]([O:5][C:6](=[O:34])[NH:7][C:8](=[NH:9])[C:10]1[S:11][C:12]([S:32][CH3:33])=[C:13]([S:15]([C:18]2[CH:19]=[C:20]([C:24]3[CH:29]=[CH:28][C:27]([NH:30][S:46]([C:45]([F:58])([F:57])[F:44])(=[O:48])=[O:47])=[CH:26][C:25]=3[CH3:31])[CH:21]=[CH:22][CH:23]=2)(=[O:17])=[O:16])[CH:14]=1)([CH3:4])([CH3:3])[CH3:2]. The yield is 0.210. (6) The reactants are COC1C=CC([CH2:7][N:8]2[C:12]3=[N:13][CH:14]=[CH:15][C:16]([O:17][C:18]4[CH:23]=[CH:22][C:21](N)=[CH:20][C:19]=4[F:25])=[C:11]3[CH:10]=[N:9]2)=CC=1.CC[N:30]=C=NCCCN(C)C.[F:39][C:40]1[CH:45]=[CH:44][C:43]([NH:46][C:47]([C:49]2([C:52]([OH:54])=O)[CH2:51][CH2:50]2)=[O:48])=[CH:42][CH:41]=1. No catalyst specified. The product is [F:25][C:19]1[CH:20]=[C:21]([N:46]([C:43]2[CH:42]=[CH:41][C:40]([F:39])=[CH:45][CH:44]=2)[C:47]([C:49]2([C:52]([NH2:30])=[O:54])[CH2:50][CH2:51]2)=[O:48])[CH:22]=[CH:23][C:18]=1[O:17][C:16]1[CH:15]=[CH:14][N:13]=[C:12]2[N:8]([CH3:7])[N:9]=[CH:10][C:11]=12. The yield is 0.0300. (7) The reactants are [F:1][CH2:2][CH2:3][N:4]([CH3:12])[C:5]1[CH:6]=[C:7]([OH:11])[CH:8]=[CH:9][CH:10]=1.O=P(Cl)(Cl)Cl.[C:18](=O)(O)[O-:19].[Na+]. The catalyst is CN(C=O)C. The product is [F:1][CH2:2][CH2:3][N:4]([CH3:12])[C:5]1[CH:10]=[CH:9][C:8]([CH:18]=[O:19])=[C:7]([OH:11])[CH:6]=1. The yield is 0.660. (8) The product is [CH3:1][C:2]1[C:6]([CH2:7][N:8]2[CH:12]=[C:11]([N:13]3[C:17](=[O:18])[C:16]([CH3:19])([CH3:20])[N:15]([CH2:24][C:25]4[CH:30]=[CH:29][CH:28]=[C:27]([O:31][CH3:32])[CH:26]=4)[C:14]3=[O:21])[CH:10]=[N:9]2)=[C:5]([CH3:22])[O:4][N:3]=1. The reactants are [CH3:1][C:2]1[C:6]([CH2:7][N:8]2[CH:12]=[C:11]([N:13]3[C:17](=[O:18])[C:16]([CH3:20])([CH3:19])[NH:15][C:14]3=[O:21])[CH:10]=[N:9]2)=[C:5]([CH3:22])[O:4][N:3]=1.Br[CH2:24][C:25]1[CH:30]=[CH:29][CH:28]=[C:27]([O:31][CH3:32])[CH:26]=1. The yield is 0.300. No catalyst specified.